From a dataset of Full USPTO retrosynthesis dataset with 1.9M reactions from patents (1976-2016). Predict the reactants needed to synthesize the given product. (1) Given the product [Na+:50].[F:24][C:21]1[CH:20]=[CH:19][C:18]([C:17]2[C:16]([C:25]3[CH:26]=[CH:27][CH:28]=[CH:29][CH:30]=3)=[C:15]([C:31](=[O:42])[NH:32][CH2:33][C:34]3[CH:39]=[CH:38][C:37]([CH2:40][OH:41])=[CH:36][CH:35]=3)[N:14]([CH:43]([CH3:45])[CH3:44])[C:13]=2[CH2:12][CH2:11][CH:10]([OH:46])[CH2:9][CH:8]([OH:47])[CH2:7][C:6]([O-:48])=[O:5])=[CH:23][CH:22]=1, predict the reactants needed to synthesize it. The reactants are: C([O:5][C:6](=[O:48])[CH2:7][CH:8]([OH:47])[CH2:9][CH:10]([OH:46])[CH2:11][CH2:12][C:13]1[N:14]([CH:43]([CH3:45])[CH3:44])[C:15]([C:31](=[O:42])[NH:32][CH2:33][C:34]2[CH:39]=[CH:38][C:37]([CH2:40][OH:41])=[CH:36][CH:35]=2)=[C:16]([C:25]2[CH:30]=[CH:29][CH:28]=[CH:27][CH:26]=2)[C:17]=1[C:18]1[CH:23]=[CH:22][C:21]([F:24])=[CH:20][CH:19]=1)(C)(C)C.[OH-].[Na+:50]. (2) Given the product [CH2:7]([N:27]([CH3:25])[CH2:17][CH2:18][C:19]([N:21]([O:23][CH3:24])[CH3:22])=[O:20])[C:8]1[CH:9]=[CH:10][CH:11]=[CH:12][CH:13]=1, predict the reactants needed to synthesize it. The reactants are: C(=O)([O-])[O-].[K+].[K+].[CH2:7](CN)[C:8]1[CH:13]=[CH:12][CH:11]=[CH:10][CH:9]=1.Br[CH2:17][CH2:18][C:19]([N:21]([O:23][CH3:24])[CH3:22])=[O:20].[C:25](#[N:27])C. (3) Given the product [C:1]([O:5][C:6]([N:8]1[CH2:13][CH2:12][N:11]([C:14]2[CH:19]=[CH:18][CH:17]=[C:16]([C:20]3[NH:28][C:23]4[CH:24]=[CH:25][CH:26]=[CH:27][C:22]=4[N:21]=3)[CH:15]=2)[CH2:10][CH2:9]1)=[O:7])([CH3:4])([CH3:3])[CH3:2], predict the reactants needed to synthesize it. The reactants are: [C:1]([O:5][C:6]([N:8]1[CH2:13][CH2:12][N:11]([C:14]2[CH:19]=[CH:18][CH:17]=[C:16]([C:20](=O)[NH:21][C:22]3[CH:27]=[CH:26][CH:25]=[CH:24][C:23]=3[NH2:28])[CH:15]=2)[CH2:10][CH2:9]1)=[O:7])([CH3:4])([CH3:3])[CH3:2]. (4) Given the product [CH3:21][O:20][CH2:19][CH2:18][O:17][CH2:16][C:13]1[CH:12]=[CH:11][C:10]([C@H:9]2[C@H:4]([O:3][CH2:50][CH2:51][O:52][Si:53]([CH:57]([CH3:58])[CH3:59])([CH:54]([CH3:56])[CH3:55])[CH:60]([CH3:61])[CH3:62])[CH2:5][N:6]([C:39]([O:41][CH2:42][C:43]3[CH:44]=[CH:45][CH:46]=[CH:47][CH:48]=3)=[O:40])[CH2:7][C@@H:8]2[O:22][CH2:23][C:24]2[CH:25]=[CH:26][C:27]3[O:32][CH2:31][CH2:30][N:29]([CH2:33][CH2:34][CH2:35][O:36][CH3:37])[C:28]=3[CH:38]=2)=[CH:15][CH:14]=1, predict the reactants needed to synthesize it. The reactants are: [H-].[Na+].[OH:3][C@H:4]1[C@H:9]([C:10]2[CH:15]=[CH:14][C:13]([CH2:16][O:17][CH2:18][CH2:19][O:20][CH3:21])=[CH:12][CH:11]=2)[C@@H:8]([O:22][CH2:23][C:24]2[CH:25]=[CH:26][C:27]3[O:32][CH2:31][CH2:30][N:29]([CH2:33][CH2:34][CH2:35][O:36][CH3:37])[C:28]=3[CH:38]=2)[CH2:7][N:6]([C:39]([O:41][CH2:42][C:43]2[CH:48]=[CH:47][CH:46]=[CH:45][CH:44]=2)=[O:40])[CH2:5]1.I[CH2:50][CH2:51][O:52][Si:53]([CH:60]([CH3:62])[CH3:61])([CH:57]([CH3:59])[CH3:58])[CH:54]([CH3:56])[CH3:55]. (5) Given the product [CH2:1]([O:8][C:9]1[C:10](=[O:28])[C:11]([I:29])=[CH:12][N:13]2[CH2:18][CH2:17][N:16]([CH2:19][C:20]3[CH:21]=[CH:22][C:23]([F:26])=[CH:24][CH:25]=3)[C:15](=[O:27])[C:14]=12)[C:2]1[CH:7]=[CH:6][CH:5]=[CH:4][CH:3]=1, predict the reactants needed to synthesize it. The reactants are: [CH2:1]([O:8][C:9]1[C:10](=[O:28])[CH:11]=[CH:12][N:13]2[CH2:18][CH2:17][N:16]([CH2:19][C:20]3[CH:25]=[CH:24][C:23]([F:26])=[CH:22][CH:21]=3)[C:15](=[O:27])[C:14]=12)[C:2]1[CH:7]=[CH:6][CH:5]=[CH:4][CH:3]=1.[I:29]N1C(=O)CCC1=O.C1C=C(Cl)C=C(C(OO)=O)C=1. (6) Given the product [OH:2][C:3]1[CH:4]=[CH:5][C:6]([N:9]([C:49]2[CH:50]=[CH:51][CH:52]=[CH:53][CH:54]=2)[C:10]([C:12]2[CH:13]=[C:14]([C:21]3[C:29]([C:30]([N:32]4[C@H:41]([CH2:42][N+:43]5([O-:63])[CH2:48][CH2:47][O:46][CH2:45][CH2:44]5)[CH2:40][C:39]5[C:34](=[CH:35][CH:36]=[CH:37][CH:38]=5)[CH2:33]4)=[O:31])=[CH:28][C:24]4[O:25][CH2:26][O:27][C:23]=4[CH:22]=3)[N:15]3[C:20]=2[CH2:19][CH2:18][CH2:17][CH2:16]3)=[O:11])=[CH:7][CH:8]=1, predict the reactants needed to synthesize it. The reactants are: Cl.[OH:2][C:3]1[CH:8]=[CH:7][C:6]([N:9]([C:49]2[CH:54]=[CH:53][CH:52]=[CH:51][CH:50]=2)[C:10]([C:12]2[CH:13]=[C:14]([C:21]3[C:29]([C:30]([N:32]4[C@H:41]([CH2:42][N:43]5[CH2:48][CH2:47][O:46][CH2:45][CH2:44]5)[CH2:40][C:39]5[C:34](=[CH:35][CH:36]=[CH:37][CH:38]=5)[CH2:33]4)=[O:31])=[CH:28][C:24]4[O:25][CH2:26][O:27][C:23]=4[CH:22]=3)[N:15]3[C:20]=2[CH2:19][CH2:18][CH2:17][CH2:16]3)=[O:11])=[CH:5][CH:4]=1.ClC1C=CC=C(C(OO)=[O:63])C=1. (7) Given the product [C:1]1([N:7]2[C:12](=[O:11])[C:13]3[CH:18]=[CH:17][CH:16]=[N:15][C:14]=3[NH:19][C:8]2=[O:9])[CH:6]=[CH:5][CH:4]=[CH:3][CH:2]=1, predict the reactants needed to synthesize it. The reactants are: [C:1]1([N:7]=[C:8]=[O:9])[CH:6]=[CH:5][CH:4]=[CH:3][CH:2]=1.C[O:11][C:12](=O)[C:13]1[CH:18]=[CH:17][CH:16]=[N:15][C:14]=1[NH2:19].